Task: Binary Classification. Given a drug SMILES string, predict its activity (active/inactive) in a high-throughput screening assay against a specified biological target.. Dataset: Cav3 T-type calcium channel HTS with 100,875 compounds The molecule is Clc1ccc(NC(=O)CSc2nc3CCN(Cc3cc2C#N)C)cc1. The result is 0 (inactive).